From a dataset of Catalyst prediction with 721,799 reactions and 888 catalyst types from USPTO. Predict which catalyst facilitates the given reaction. (1) Reactant: [I-].[CH3:2][CH:3]([P+](C1C=CC=CC=1)(C1C=CC=CC=1)C1C=CC=CC=1)[CH3:4].C(O[K])(C)(C)C.[Br:30][C:31]1[N:36]=[CH:35][C:34]([CH:37]=O)=[CH:33][CH:32]=1.[Cl-].[NH4+]. Product: [Br:30][C:31]1[CH:32]=[CH:33][C:34]([CH:37]=[C:3]([CH3:4])[CH3:2])=[CH:35][N:36]=1. The catalyst class is: 9. (2) Reactant: [CH:1]1[C:14]2[S:13][C:12]3[CH:11]=[CH:10][CH:9]=[C:8]([C:15](O)=[O:16])[C:7]=3[O:6][C:5]=2[C:4]([C:18](O)=[O:19])=[CH:3][CH:2]=1. Product: [CH:1]1[C:14]2[S:13][C:12]3[C:7](=[C:8]([CH2:15][OH:16])[CH:9]=[CH:10][CH:11]=3)[O:6][C:5]=2[C:4]([CH2:18][OH:19])=[CH:3][CH:2]=1. The catalyst class is: 7. (3) Reactant: [CH:1]1[C:9]2[C:8]3[CH:10]=[CH:11][CH:12]=[CH:13][C:7]=3[S:6][C:5]=2[C:4](B(O)O)=[CH:3][CH:2]=1.Br[C:18]1[CH:19]=[C:20]([Si:24]([C:37]2[CH:42]=[CH:41][CH:40]=[C:39]([Br:43])[CH:38]=2)([C:31]2[CH:36]=[CH:35][CH:34]=[CH:33][CH:32]=2)[C:25]2[CH:30]=[CH:29][CH:28]=[CH:27][CH:26]=2)[CH:21]=[CH:22][CH:23]=1.C(=O)([O-])[O-].[K+].[K+]. Product: [Br:43][C:39]1[CH:38]=[C:37]([Si:24]([C:31]2[CH:32]=[CH:33][CH:34]=[C:35]([C:4]3[C:5]4[S:6][C:7]5[CH:13]=[CH:12][CH:11]=[CH:10][C:8]=5[C:9]=4[CH:1]=[CH:2][CH:3]=3)[CH:36]=2)([C:20]2[CH:19]=[CH:18][CH:23]=[CH:22][CH:21]=2)[C:25]2[CH:30]=[CH:29][CH:28]=[CH:27][CH:26]=2)[CH:42]=[CH:41][CH:40]=1. The catalyst class is: 398. (4) Product: [OH:8][CH2:9][CH2:10][CH2:11][CH2:12][C:13]1[O:14][C:15]2[C:24]3[CH:23]([CH2:25][CH2:26][NH:27][C:28](=[O:30])[CH3:29])[CH2:22][CH2:21][C:20]=3[CH:19]=[CH:18][C:16]=2[N:17]=1. The catalyst class is: 129. Reactant: C([O:8][CH2:9][CH2:10][CH2:11][CH2:12][C:13]1[O:14][C:15]2[C:24]3[CH:23]([CH2:25][CH2:26][NH:27][C:28](=[O:30])[CH3:29])[CH2:22][CH2:21][C:20]=3[CH:19]=[CH:18][C:16]=2[N:17]=1)C1C=CC=CC=1. (5) Reactant: Br[C:2]1[C:10]2[C:9]([NH:11][C@H:12]([C:14]3[N:19]([C:20]4[CH:25]=[CH:24][CH:23]=[CH:22][CH:21]=4)[C:18](=[O:26])[C:17]4=[C:27]([CH3:30])[CH:28]=[CH:29][N:16]4[N:15]=3)[CH3:13])=[N:8][CH:7]=[N:6][C:5]=2[N:4]([CH2:31][O:32][CH2:33][CH2:34][Si:35]([CH3:38])([CH3:37])[CH3:36])[CH:3]=1.[CH3:39][O:40][C:41]1[CH:46]=[CH:45][C:44]([CH3:47])=[CH:43][C:42]=1B(O)O.C(=O)([O-])[O-].[Na+].[Na+]. The catalyst class is: 235. Product: [CH3:39][O:40][C:41]1[CH:46]=[CH:45][C:44]([CH3:47])=[CH:43][C:42]=1[C:2]1[C:10]2[C:9]([NH:11][C@H:12]([C:14]3[N:19]([C:20]4[CH:25]=[CH:24][CH:23]=[CH:22][CH:21]=4)[C:18](=[O:26])[C:17]4=[C:27]([CH3:30])[CH:28]=[CH:29][N:16]4[N:15]=3)[CH3:13])=[N:8][CH:7]=[N:6][C:5]=2[N:4]([CH2:31][O:32][CH2:33][CH2:34][Si:35]([CH3:38])([CH3:37])[CH3:36])[CH:3]=1.